Dataset: Forward reaction prediction with 1.9M reactions from USPTO patents (1976-2016). Task: Predict the product of the given reaction. (1) Given the reactants C([N:8]1[CH:13]2[C:14]([F:17])([F:16])[CH2:15][CH:9]1[CH2:10][C:11]([CH2:19][C:20]([O:22][CH2:23][CH3:24])=[O:21])([OH:18])[CH2:12]2)C1C=CC=CC=1.[H][H], predict the reaction product. The product is: [F:17][C:14]1([F:16])[CH2:15][CH:9]2[NH:8][CH:13]1[CH2:12][C:11]([CH2:19][C:20]([O:22][CH2:23][CH3:24])=[O:21])([OH:18])[CH2:10]2. (2) The product is: [Li+:21].[CH3:17][N:14]1[CH2:13][CH2:12][CH:11]([O:10][C:5]2[CH:6]=[CH:7][CH:8]=[CH:9][C:4]=2[C:3]([O-:18])=[O:2])[CH2:16][CH2:15]1. Given the reactants C[O:2][C:3](=[O:18])[C:4]1[CH:9]=[CH:8][CH:7]=[CH:6][C:5]=1[O:10][CH:11]1[CH2:16][CH2:15][N:14]([CH3:17])[CH2:13][CH2:12]1.O.[OH-].[Li+:21].[Li], predict the reaction product.